Task: Predict the reactants needed to synthesize the given product.. Dataset: Full USPTO retrosynthesis dataset with 1.9M reactions from patents (1976-2016) (1) Given the product [NH2:24][C:22](=[O:23])[C@H:21]([NH:20][C:6]1[N:7]=[C:8]([NH:9][C:10]2[CH:11]=[C:12]3[C:17](=[CH:18][CH:19]=2)[N:16]=[CH:15][CH:14]=[CH:13]3)[C:3]([C:1]([NH2:2])=[O:38])=[N:4][CH:5]=1)[CH2:25][C:26]1[CH:31]=[CH:30][CH:29]=[CH:28][CH:27]=1, predict the reactants needed to synthesize it. The reactants are: [C:1]([C:3]1[N:4]=[CH:5][C:6]([NH:20][C@H:21]([CH2:25][C:26]2[CH:31]=[CH:30][CH:29]=[CH:28][CH:27]=2)[C:22]([NH2:24])=[O:23])=[N:7][C:8]=1[NH:9][C:10]1[CH:11]=[C:12]2[C:17](=[CH:18][CH:19]=1)[N:16]=[CH:15][CH:14]=[CH:13]2)#[N:2].[OH-].[Na+].OO.CC(O)=[O:38]. (2) Given the product [O:9]1[C:5]2([CH2:10][CH2:11][CH:2]([CH2:1][C:13]3[N:18]4[N:19]=[C:20]([NH:22][C:23]5[CH:28]=[CH:27][C:26]([C:29]([F:30])([F:31])[F:32])=[CH:25][CH:24]=5)[N:21]=[C:17]4[CH:16]=[CH:15][CH:14]=3)[CH2:3][CH2:4]2)[O:6][CH2:7][CH2:8]1, predict the reactants needed to synthesize it. The reactants are: [CH2:1]=[C:2]1[CH2:11][CH2:10][C:5]2([O:9][CH2:8][CH2:7][O:6]2)[CH2:4][CH2:3]1.Br[C:13]1[N:18]2[N:19]=[C:20]([NH:22][C:23]3[CH:28]=[CH:27][C:26]([C:29]([F:32])([F:31])[F:30])=[CH:25][CH:24]=3)[N:21]=[C:17]2[CH:16]=[CH:15][CH:14]=1.ClCCl.C(=O)([O-])[O-].[K+].[K+]. (3) The reactants are: C[O:2][C:3](=[O:33])[CH2:4][N:5]1[C:13]2[C:8](=[CH:9][C:10]([F:14])=[CH:11][CH:12]=2)[C:7]([CH2:15][C:16]2[C:17]([S:22]([C:25]3[CH:30]=[CH:29][CH:28]=[C:27]([Cl:31])[CH:26]=3)(=[O:24])=[O:23])=[N:18][CH:19]=[CH:20][CH:21]=2)=[C:6]1[CH3:32].[OH-].[Li+]. Given the product [Cl:31][C:27]1[CH:26]=[C:25]([S:22]([C:17]2[C:16]([CH2:15][C:7]3[C:8]4[C:13](=[CH:12][CH:11]=[C:10]([F:14])[CH:9]=4)[N:5]([CH2:4][C:3]([OH:33])=[O:2])[C:6]=3[CH3:32])=[CH:21][CH:20]=[CH:19][N:18]=2)(=[O:24])=[O:23])[CH:30]=[CH:29][CH:28]=1, predict the reactants needed to synthesize it. (4) Given the product [OH:12][CH2:13][CH:14]=[CH:15][CH2:16][N:17]1[C:22](=[O:23])[CH:21]=[C:20]([NH:24][C:25]2[CH:30]=[CH:29][C:28]([CH3:31])=[C:27]([CH2:32][CH3:33])[CH:26]=2)[NH:19][C:18]1=[O:34], predict the reactants needed to synthesize it. The reactants are: B(Cl)(Cl)Cl.C([O:12][CH2:13][CH:14]=[CH:15][CH2:16][N:17]1[C:22](=[O:23])[CH:21]=[C:20]([NH:24][C:25]2[CH:30]=[CH:29][C:28]([CH3:31])=[C:27]([CH2:32][CH3:33])[CH:26]=2)[NH:19][C:18]1=[O:34])C1C=CC=CC=1.